Dataset: Full USPTO retrosynthesis dataset with 1.9M reactions from patents (1976-2016). Task: Predict the reactants needed to synthesize the given product. (1) Given the product [N:3]1[CH:4]=[CH:5][CH:6]=[CH:7][C:2]=1[NH:60][C@@H:61]1[CH2:69][C:68]2[C:63](=[CH:64][CH:65]=[C:66]([NH:70][C:71]([C:73]3[C:74]([C:80]4[CH:81]=[CH:82][C:83]([C:86]([F:87])([F:88])[F:89])=[CH:84][CH:85]=4)=[C:75]([CH3:79])[CH:76]=[CH:77][CH:78]=3)=[O:72])[CH:67]=2)[CH2:62]1, predict the reactants needed to synthesize it. The reactants are: Br[C:2]1[CH:7]=[CH:6][CH:5]=[CH:4][N:3]=1.C1C=CC(P(C2C(C3C(P(C4C=CC=CC=4)C4C=CC=CC=4)=CC=C4C=3C=CC=C4)=C3C(C=CC=C3)=CC=2)C2C=CC=CC=2)=CC=1.C([O-])(C)(C)C.[Na+].[NH2:60][C@@H:61]1[CH2:69][C:68]2[C:63](=[CH:64][CH:65]=[C:66]([NH:70][C:71]([C:73]3[C:74]([C:80]4[CH:85]=[CH:84][C:83]([C:86]([F:89])([F:88])[F:87])=[CH:82][CH:81]=4)=[C:75]([CH3:79])[CH:76]=[CH:77][CH:78]=3)=[O:72])[CH:67]=2)[CH2:62]1. (2) The reactants are: [C:1]([O:5][C:6]([N:8]1[CH:17]([C:18](C)=[CH2:19])[CH2:16][C:11]2([O:15][CH2:14][CH2:13][O:12]2)[CH2:10][CH:9]1[CH2:21]C)=[O:7])([CH3:4])([CH3:3])[CH3:2].[O:23]=O.CSC. Given the product [C:1]([O:5][C:6]([N:8]1[CH:9]([CH:21]=[O:23])[CH2:10][C:11]2([O:12][CH2:13][CH2:14][O:15]2)[CH2:16][CH:17]1[CH2:18][CH3:19])=[O:7])([CH3:3])([CH3:4])[CH3:2], predict the reactants needed to synthesize it. (3) Given the product [CH2:22]([O:21][CH2:20][C:15]([CH2:14][O:13][CH2:3][CH2:4][CH2:5][CH2:6][CH2:7][CH2:8][CH2:9][CH2:10][CH2:11][CH3:12])([CH2:18][O:19][CH2:36][CH2:35][N:34]([CH3:38])[CH3:33])[CH2:16][O:17][CH2:36][CH2:35][N:34]([CH3:38])[CH3:33])[CH2:23][CH2:24][CH2:25][CH2:26][CH2:27][CH2:28][CH2:29][CH2:30][CH3:31], predict the reactants needed to synthesize it. The reactants are: [H-].[Na+].[CH2:3]([O:13][CH2:14][C:15]([CH2:20][O:21][CH2:22][CH2:23][CH2:24][CH2:25][CH2:26][CH2:27][CH2:28][CH2:29][CH2:30][CH3:31])([CH2:18][OH:19])[CH2:16][OH:17])[CH2:4][CH2:5][CH2:6][CH2:7][CH2:8][CH2:9][CH2:10][CH2:11][CH3:12].Cl.[CH3:33][N:34]([CH3:38])[CH2:35][CH2:36]Cl. (4) Given the product [C:39]([C:38]1[CH:41]=[CH:42][C:35]([C:14]2[CH:9]=[CH:10][C:11]([C:16]3[NH:20][C:19]4[CH:21]=[CH:22][C:23]([C:25]#[N:26])=[CH:24][C:18]=4[N:17]=3)=[CH:12][CH:13]=2)=[N:36][CH:37]=1)#[N:40], predict the reactants needed to synthesize it. The reactants are: C(C1C=CC([C:9]2[CH:14]=[CH:13][C:12](O)=[C:11]([C:16]3[NH:20][C:19]4[CH:21]=[CH:22][C:23]([C:25]#[N:26])=[CH:24][C:18]=4[N:17]=3)[CH:10]=2)=CC=1)#N.C(C1C=CC([C:35]2[CH:42]=[CH:41][C:38]([C:39]#[N:40])=[CH:37][N:36]=2)=CC=1)=O.C(C1C=C(C2C=CC=C(C#N)C=2)C=CC=1O)=O.C(C1C=CC(C2C=C(OC)C(O)=C(C3NC4C=CC(C#N)=CC=4N=3)C=2)=CC=1)#N. (5) Given the product [OH:4][C:5]1[C:6]([O:11][CH:12]([C:14]([O:16][CH3:17])=[O:15])[CH3:13])=[N:7][CH:8]=[CH:9][CH:10]=1, predict the reactants needed to synthesize it. The reactants are: C([O:4][C:5]1[C:6]([O:11][CH:12]([C:14]([O:16][CH3:17])=[O:15])[CH3:13])=[N:7][CH:8]=[CH:9][CH:10]=1)(=O)C.C(=O)([O-])[O-].[K+].[K+].CO. (6) Given the product [C:1]1([O:7][C:8](=[O:34])[N:9]([C:19]2[CH:24]=[C:23]([O:25][C:26]3[CH:31]=[CH:30][C:29]([NH:32][C:47]([C:44]4([C:42](=[O:43])[NH:41][C:35]5[CH:40]=[CH:39][CH:38]=[CH:37][CH:36]=5)[CH2:45][CH2:46]4)=[O:48])=[C:28]([F:33])[CH:27]=3)[CH:22]=[CH:21][N:20]=2)[C:10]([O:12][C:13]2[CH:14]=[CH:15][CH:16]=[CH:17][CH:18]=2)=[O:11])[CH:2]=[CH:3][CH:4]=[CH:5][CH:6]=1, predict the reactants needed to synthesize it. The reactants are: [C:1]1([O:7][C:8](=[O:34])[N:9]([C:19]2[CH:24]=[C:23]([O:25][C:26]3[CH:31]=[CH:30][C:29]([NH2:32])=[C:28]([F:33])[CH:27]=3)[CH:22]=[CH:21][N:20]=2)[C:10]([O:12][C:13]2[CH:18]=[CH:17][CH:16]=[CH:15][CH:14]=2)=[O:11])[CH:6]=[CH:5][CH:4]=[CH:3][CH:2]=1.[C:35]1([NH:41][C:42]([C:44]2([C:47](O)=[O:48])[CH2:46][CH2:45]2)=[O:43])[CH:40]=[CH:39][CH:38]=[CH:37][CH:36]=1.C(N(CC)CC)C.F[P-](F)(F)(F)(F)F.N1(O[P+](N(C)C)(N(C)C)N(C)C)C2C=CC=CC=2N=N1. (7) The reactants are: [CH3:1][N:2]([CH2:4][CH:5]1[CH:11]([C:12]2[CH:13]=[C:14]([OH:18])[CH:15]=[CH:16][CH:17]=2)[CH2:10][CH:9]2[CH2:19][CH:6]1[CH2:7][CH2:8]2)[CH3:3].[CH3:20][C:21]([CH3:26])([CH3:25])[C:22](Cl)=[O:23].C(N(CC)CC)C. Given the product [CH3:3][N:2]([CH2:4][CH:5]1[CH:11]([C:12]2[CH:13]=[C:14]([O:18][C:22](=[O:23])[C:21]([CH3:26])([CH3:25])[CH3:20])[CH:15]=[CH:16][CH:17]=2)[CH2:10][CH:9]2[CH2:19][CH:6]1[CH2:7][CH2:8]2)[CH3:1], predict the reactants needed to synthesize it.